From a dataset of Peptide-MHC class I binding affinity with 185,985 pairs from IEDB/IMGT. Regression. Given a peptide amino acid sequence and an MHC pseudo amino acid sequence, predict their binding affinity value. This is MHC class I binding data. (1) The peptide sequence is NEEVAIILA. The MHC is HLA-B44:02 with pseudo-sequence HLA-B44:02. The binding affinity (normalized) is 0.181. (2) The peptide sequence is RRARSLSAERY. The MHC is HLA-A31:01 with pseudo-sequence HLA-A31:01. The binding affinity (normalized) is 0.0288. (3) The peptide sequence is YVGIKLGDK. The MHC is HLA-A31:01 with pseudo-sequence HLA-A31:01. The binding affinity (normalized) is 0.0645.